Dataset: Full USPTO retrosynthesis dataset with 1.9M reactions from patents (1976-2016). Task: Predict the reactants needed to synthesize the given product. (1) Given the product [O:29]=[C:28]1[C:27]2[C:26](=[CH:34][CH:33]=[CH:32][CH:31]=2)[C:25](=[O:30])[N:1]1[C:2]1[C:12]([CH2:13][C:14]2[CH:19]=[CH:18][CH:17]=[C:16]([C:20]([F:23])([F:21])[F:22])[C:15]=2[CH3:24])=[C:5]2[NH:6][C:7](=[O:11])[CH2:8][C:9](=[O:10])[N:4]2[N:3]=1, predict the reactants needed to synthesize it. The reactants are: [NH2:1][C:2]1[C:12]([CH2:13][C:14]2[CH:19]=[CH:18][CH:17]=[C:16]([C:20]([F:23])([F:22])[F:21])[C:15]=2[CH3:24])=[C:5]2[NH:6][C:7](=[O:11])[CH2:8][C:9](=[O:10])[N:4]2[N:3]=1.[C:25]1(=O)[O:30][C:28](=[O:29])[C:27]2=[CH:31][CH:32]=[CH:33][CH:34]=[C:26]12. (2) Given the product [CH2:25]([C:24]1[C:23]([OH:27])=[C:22]([C:28]([OH:30])=[O:29])[C:21](=[O:32])[NH:20][C:19]=1[C:15]1[CH:14]=[CH:13][C:12]2[N:11]3[CH2:44][CH2:45][NH:8][CH2:9][C:10]3=[CH:18][C:17]=2[CH:16]=1)[CH3:26], predict the reactants needed to synthesize it. The reactants are: C(OC([N:8]1[CH2:45][CH2:44][N:11]2[C:12]3[CH:13]=[CH:14][C:15]([C:19]4[N:20](CC5C=CC(OC)=CC=5OC)[C:21](=[O:32])[C:22]([C:28]([O:30]C)=[O:29])=[C:23]([OH:27])[C:24]=4[CH2:25][CH3:26])=[CH:16][C:17]=3[CH:18]=[C:10]2[CH2:9]1)=O)(C)(C)C.[I-].[Li+].